The task is: Regression. Given a target protein amino acid sequence and a drug SMILES string, predict the binding affinity score between them. We predict pKi (pKi = -log10(Ki in M); higher means stronger inhibition). Dataset: bindingdb_ki.. This data is from Drug-target binding data from BindingDB using Ki measurements. The drug is NC(CNC(=O)NC(CCC(=O)N(O)c1ccc(Br)cc1)C(=O)NCC(=O)O)C(=O)O. The target protein (P50107) has sequence MSTDSTRYPIQIEKASNDPTLLLNHTCLRVKDPARTVKFYTEHFGMKLLSRKDFEEAKFSLYFLSFPKDDIPKNKNGEPDVFSAHGVLELTHNWGTEKNPDYKINNGNEEPHRGFGHICFSVSDINKTCEELESQGVKFKKRLSEGRQKDIAFALGPDGYWIELITYSREGQEYPKGSVGNKFNHTMIRIKNPTRSLEFYQNVLGMKLLRTSEHESAKFTLYFLGYGVPKTDSVFSCESVLELTHNWGTENDPNFHYHNGNSEPQGYGHICISCDDAGALCKEIEVKYGDKIQWSPKFNQGRMKNIAFLKDPDGYSIEVVPHGLIA. The pKi is 7.5.